From a dataset of Forward reaction prediction with 1.9M reactions from USPTO patents (1976-2016). Predict the product of the given reaction. Given the reactants Cl[C:2]1[N:7]=[C:6]([CH3:8])[C:5]([CH:9]([CH2:14][CH2:15][CH3:16])[C:10]([O:12][CH3:13])=[O:11])=[C:4]([C:17]2[CH:22]=[CH:21][C:20]([CH3:23])=[CH:19][CH:18]=2)[N:3]=1.[CH2:24]([NH2:29])[C:25]([CH3:28])([CH3:27])[CH3:26], predict the reaction product. The product is: [CH3:8][C:6]1[C:5]([CH:9]([CH2:14][CH2:15][CH3:16])[C:10]([O:12][CH3:13])=[O:11])=[C:4]([C:17]2[CH:22]=[CH:21][C:20]([CH3:23])=[CH:19][CH:18]=2)[N:3]=[C:2]([NH:29][CH2:24][C:25]([CH3:28])([CH3:27])[CH3:26])[N:7]=1.